From a dataset of Full USPTO retrosynthesis dataset with 1.9M reactions from patents (1976-2016). Predict the reactants needed to synthesize the given product. (1) Given the product [CH2:14]([C:16]1[CH:21]=[C:20]([C:22]2[CH:27]=[CH:26][CH:25]=[CH:24][CH:23]=2)[N:19]=[N:18][C:17]=1[NH:28][C:29]1[CH:30]=[CH:31][C:32]([O:35][C:2]2[C:11]3[C:6](=[CH:7][C:8]([C:12]([NH2:13])=[O:37])=[CH:9][CH:10]=3)[N:5]=[CH:4][CH:3]=2)=[CH:33][CH:34]=1)[CH3:15], predict the reactants needed to synthesize it. The reactants are: Cl[C:2]1[C:11]2[C:6](=[CH:7][C:8]([C:12]#[N:13])=[CH:9][CH:10]=2)[N:5]=[CH:4][CH:3]=1.[CH2:14]([C:16]1[CH:21]=[C:20]([C:22]2[CH:27]=[CH:26][CH:25]=[CH:24][CH:23]=2)[N:19]=[N:18][C:17]=1[NH:28][C:29]1[CH:34]=[CH:33][C:32]([OH:35])=[CH:31][CH:30]=1)[CH3:15].C(=O)([O-])[O-:37].[Cs+].[Cs+].CS(C)=O. (2) Given the product [CH2:1]([C:3]1[N:7]=[C:6]([NH:8][C:15](=[O:23])[O:16][C:17]2[CH:22]=[CH:21][CH:20]=[CH:19][CH:18]=2)[S:5][N:4]=1)[CH3:2], predict the reactants needed to synthesize it. The reactants are: [CH2:1]([C:3]1[N:7]=[C:6]([NH2:8])[S:5][N:4]=1)[CH3:2].C(=O)([O-])[O-].[K+].[K+].[C:15](Cl)(=[O:23])[O:16][C:17]1[CH:22]=[CH:21][CH:20]=[CH:19][CH:18]=1. (3) The reactants are: [C:1]([O:5][C:6](=[O:29])[NH:7][CH:8]([CH3:28])[C:9](=[O:27])[NH:10][C:11]1[N:12]=[C:13]([C:21]#[C:22][Si](C)(C)C)[C:14]2[C:19]([CH:20]=1)=[CH:18][CH:17]=[CH:16][CH:15]=2)([CH3:4])([CH3:3])[CH3:2].[OH-].[K+].CO. Given the product [C:1]([O:5][C:6](=[O:29])[NH:7][CH:8]([CH3:28])[C:9]([NH:10][C:11]1[N:12]=[C:13]([C:21]#[CH:22])[C:14]2[C:19]([CH:20]=1)=[CH:18][CH:17]=[CH:16][CH:15]=2)=[O:27])([CH3:4])([CH3:3])[CH3:2], predict the reactants needed to synthesize it. (4) Given the product [O:9]1[C:8]2[CH:7]=[CH:6][CH:5]=[C:4]([NH2:1])[C:12]=2[O:11][CH2:10]1, predict the reactants needed to synthesize it. The reactants are: [N+:1]([C:4]1[C:12]2[O:11][CH2:10][O:9][C:8]=2[CH:7]=[CH:6][CH:5]=1)([O-])=O. (5) Given the product [ClH:26].[Cl:26][C:21]1[CH:22]=[CH:23][CH:24]=[CH:25][C:20]=1[CH:19]([O:18][CH:16]1[CH2:17][NH:14][CH2:15]1)[C:27]1[CH:28]=[CH:29][C:30]([Cl:33])=[CH:31][CH:32]=1, predict the reactants needed to synthesize it. The reactants are: C([N:14]1[CH2:17][CH:16]([O:18][CH:19]([C:27]2[CH:32]=[CH:31][C:30]([Cl:33])=[CH:29][CH:28]=2)[C:20]2[CH:25]=[CH:24][CH:23]=[CH:22][C:21]=2[Cl:26])[CH2:15]1)(C1C=CC=CC=1)C1C=CC=CC=1.ClC(OC(Cl)C)=O. (6) Given the product [NH:15]1[C:1]2=[C:3]3[N:8]([CH2:7][CH2:6][NH:5]2)[CH2:9][CH2:10][CH2:11][N:12]3[CH2:13][CH2:14]1, predict the reactants needed to synthesize it. The reactants are: [CH:1]([CH:3]=O)=O.[NH2:5][CH2:6][CH2:7][NH:8][CH2:9][CH2:10][CH2:11][NH:12][CH2:13][CH2:14][NH2:15]. (7) The reactants are: [F:1][C:2]1[C:7]([F:8])=[CH:6][CH:5]=[CH:4][C:3]=1[C:9]1[N:35]=[C:12]2[CH:13]=[N:14][N:15]([CH2:17][C:18]3[N:23]=[N:22][C:21]([C:24]4[CH:29]=[CH:28][C:27]([OH:30])=[CH:26][C:25]=4[C:31]([F:34])([F:33])[F:32])=[CH:20][CH:19]=3)[CH:16]=[C:11]2[N:10]=1.Br[CH2:37][CH:38]([CH3:40])[CH3:39]. Given the product [F:1][C:2]1[C:7]([F:8])=[CH:6][CH:5]=[CH:4][C:3]=1[C:9]1[N:35]=[C:12]2[CH:13]=[N:14][N:15]([CH2:17][C:18]3[N:23]=[N:22][C:21]([C:24]4[CH:29]=[CH:28][C:27]([O:30][CH2:37][CH:38]([CH3:40])[CH3:39])=[CH:26][C:25]=4[C:31]([F:33])([F:34])[F:32])=[CH:20][CH:19]=3)[CH:16]=[C:11]2[N:10]=1, predict the reactants needed to synthesize it. (8) Given the product [Br:1][C:2]1[CH:3]=[CH:4][CH2:5][CH:6]2[C:11]=1[N:10]1[CH2:12][CH2:13][CH2:14][CH:9]1[CH2:8][N:7]2[CH2:16][C:17]([NH2:19])=[O:18], predict the reactants needed to synthesize it. The reactants are: [Br:1][C:2]1[CH:3]=[CH:4][CH2:5][CH:6]2[C:11]=1[N:10]1[CH2:12][CH2:13][CH2:14][CH:9]1[CH2:8][NH:7]2.Br[CH2:16][C:17]([NH2:19])=[O:18].CCN(C(C)C)C(C)C. (9) The reactants are: [F:1][C:2]1[CH:3]=[CH:4][C:5]([O:16][CH3:17])=[C:6]([CH:8]=[CH:9][CH:10]2[O:15][CH2:14][CH2:13][O:12][CH2:11]2)[CH:7]=1. Given the product [F:1][C:2]1[CH:3]=[CH:4][C:5]([O:16][CH3:17])=[C:6]([CH2:8][CH2:9][CH:10]2[O:15][CH2:14][CH2:13][O:12][CH2:11]2)[CH:7]=1, predict the reactants needed to synthesize it.